From a dataset of Experimentally validated miRNA-target interactions with 360,000+ pairs, plus equal number of negative samples. Binary Classification. Given a miRNA mature sequence and a target amino acid sequence, predict their likelihood of interaction. (1) The miRNA is hsa-miR-4506 with sequence AAAUGGGUGGUCUGAGGCAA. The protein sequence of the target gene is MDGVTPTLSTIRGRTLESSTLHVTPRSLDRNKDQITNIFSGFAGLLAILLVVAVFCILWNWNKRKKRQVPYLRVTVMPLLTLPQTRQRAKNIYDILPWRQEDLGRHESRSMRIFSTESLLSRNSESPEHVPSQAGNAFQEHTAHIHATEYAVGIYDNAMVPQMCGNLTPSAHCINVRASRDCASISSEDSHDYVNVPTAEEIAETLASTKSPSRNLFVLPSTQKLEFTEERDEGCGDAGDCTSLYSPGAEDSDSLSNGEGSSQISNDYVNMTGLDLSAIQERQLWVAFQCCRDYENVPAA.... Result: 0 (no interaction). (2) The miRNA is hsa-miR-5197-3p with sequence AAGAAGAGACUGAGUCAUCGAAU. The protein sequence of the target gene is MGSQVSVESGALHVVIVGGGFGGIAAASQLQALNVPFMLVDMKDSFHHNVAALRASVETGFAKKTFISYSVTFKDNFRQGLVVGIDLKNQMVLLQGGEALPFSHLILATGSTGPFPGKFNEVSSQQAAIQAYEDMVRQVQRSRFIVVVGGGSAGVEMAAEIKTEYPEKEVTLIHSQVALADKELLPSVRQEVKEILLRKGVQLLLSERVSNLEELPLNEYREYIKVQTDKGTEVATNLVILCTGIKINSSAYRKAFESRLASSGALRVNEHLQVEGHSNVYAIGDCADVRTPKMAYLAGL.... Result: 1 (interaction).